From a dataset of Full USPTO retrosynthesis dataset with 1.9M reactions from patents (1976-2016). Predict the reactants needed to synthesize the given product. (1) Given the product [CH2:26]([O:25][C:24]1[CH:23]=[CH:22][C:20]([NH:2][C:1]2[N:10]=[CH:9][N:8]=[C:7]3[NH:6][N:5]=[C:4]([O:13][CH2:14][CH2:15][OH:16])[C:3]=23)=[CH:19][C:18]=1[CH3:17])[C:27]1[CH:28]=[CH:29][CH:30]=[CH:31][CH:32]=1, predict the reactants needed to synthesize it. The reactants are: [C:1]([C:3]1[C:4]([O:13][CH2:14][CH2:15][OH:16])=[N:5][NH:6][C:7]=1[N:8]=[CH:9][N:10](C)C)#[N:2].[CH3:17][C:18]1[CH:19]=[C:20]([CH:22]=[CH:23][C:24]=1[O:25][CH2:26][C:27]1[CH:32]=[CH:31][CH:30]=[CH:29][CH:28]=1)N. (2) Given the product [NH2:21][C:20]1[CH:19]=[CH:18][C:17]([CH3:16])=[C:23]([C:2]2[CH:3]=[C:4]([C:10]3[CH2:11][CH2:12][O:13][CH2:14][CH:15]=3)[C:5](=[O:9])[N:6]([CH3:8])[N:7]=2)[CH:22]=1.[NH2:21][C:20]1[CH:19]=[CH:18][C:17]([CH3:16])=[C:23]([C:2]2[CH:3]=[C:4]([CH:10]3[CH2:11][CH2:12][O:13][CH2:14][CH2:15]3)[C:5](=[O:9])[N:6]([CH3:8])[N:7]=2)[CH:22]=1, predict the reactants needed to synthesize it. The reactants are: Cl[C:2]1[CH:3]=[C:4]([C:10]2[CH2:11][CH2:12][O:13][CH2:14][CH:15]=2)[C:5](=[O:9])[N:6]([CH3:8])[N:7]=1.[CH3:16][C:17]1[CH:23]=[CH:22][C:20]([NH2:21])=[CH:19][C:18]=1B1OC(C)(C)C(C)(C)O1.C(Cl)Cl.C([O-])([O-])=O.[Na+].[Na+]. (3) Given the product [CH:15]([N:1]1[CH2:6][CH2:5][CH:4]([OH:7])[CH2:3][CH2:2]1)([CH3:17])[CH3:16], predict the reactants needed to synthesize it. The reactants are: [NH:1]1[CH2:6][CH2:5][CH:4]([OH:7])[CH2:3][CH2:2]1.C(=O)([O-])[O-].[K+].[K+].Br[CH:15]([CH3:17])[CH3:16].Cl. (4) The reactants are: [CH2:1]([O:8][C:9]1[CH:18]=[CH:17][C:12]2[NH:13]C(=O)[O:15][C:11]=2[CH:10]=1)[C:2]1[CH:7]=[CH:6][CH:5]=[CH:4][CH:3]=1.[OH-].[Na+].Cl. Given the product [NH2:13][C:12]1[CH:17]=[CH:18][C:9]([O:8][CH2:1][C:2]2[CH:7]=[CH:6][CH:5]=[CH:4][CH:3]=2)=[CH:10][C:11]=1[OH:15], predict the reactants needed to synthesize it. (5) Given the product [Cl:26][C:27]1[CH:28]=[C:29]([NH:30][C:2]2[C:11]3[C:6](=[CH:7][CH:8]=[C:9]([O:12][CH2:13][C@@H:14]4[CH2:18][CH2:17][CH2:16][NH:15]4)[CH:10]=3)[N:5]=[CH:4][N:3]=2)[CH:31]=[CH:32][C:33]=1[O:34][CH2:35][C:36]1[CH:41]=[CH:40][CH:39]=[CH:38][N:37]=1, predict the reactants needed to synthesize it. The reactants are: Cl[C:2]1[C:11]2[C:6](=[CH:7][CH:8]=[C:9]([O:12][CH2:13][C@@H:14]3[CH2:18][CH2:17][CH2:16][N:15]3C(OC(C)(C)C)=O)[CH:10]=2)[N:5]=[CH:4][N:3]=1.[Cl:26][C:27]1[CH:28]=[C:29]([CH:31]=[CH:32][C:33]=1[O:34][CH2:35][C:36]1[CH:41]=[CH:40][CH:39]=[CH:38][N:37]=1)[NH2:30]. (6) Given the product [CH3:25][N:1]1[CH2:2][CH2:3][CH:4]([C:7]2[CH:8]=[CH:9][C:10]([C:13]3[N:18]=[C:17]([OH:19])[N:16]4[CH:20]=[CH:21][N:22]=[C:15]4[CH:14]=3)=[CH:11][CH:12]=2)[CH2:5][CH2:6]1, predict the reactants needed to synthesize it. The reactants are: [NH:1]1[CH2:6][CH2:5][CH:4]([C:7]2[CH:12]=[CH:11][C:10]([C:13]3[N:18]=[C:17]([OH:19])[N:16]4[CH:20]=[CH:21][N:22]=[C:15]4[CH:14]=3)=[CH:9][CH:8]=2)[CH2:3][CH2:2]1.C=O.[C:25](O[BH-](OC(=O)C)OC(=O)C)(=O)C.[Na+].C(=O)(O)[O-].[Na+]. (7) Given the product [CH2:3]([NH:10][C@H:11]1[CH2:16][CH2:15][O:14][CH2:13][C@H:12]1[C:17]([O:19][CH2:20][CH3:21])=[O:18])[C:4]1[CH:5]=[CH:6][CH:7]=[CH:8][CH:9]=1, predict the reactants needed to synthesize it. The reactants are: [BH4-].[Na+].[CH2:3]([NH:10][C:11]1[CH2:16][CH2:15][O:14][CH2:13][C:12]=1[C:17]([O:19][CH2:20][CH3:21])=[O:18])[C:4]1[CH:9]=[CH:8][CH:7]=[CH:6][CH:5]=1. (8) Given the product [CH2:1]([O:3][C:4](=[O:13])[CH2:5][C:6]1[CH:11]=[CH:10][CH:9]=[C:8]([CH2:12][Br:21])[CH:7]=1)[CH3:2], predict the reactants needed to synthesize it. The reactants are: [CH2:1]([O:3][C:4](=[O:13])[CH2:5][C:6]1[CH:7]=[C:8]([CH3:12])[CH:9]=[CH:10][CH:11]=1)[CH3:2].C1C(=O)N([Br:21])C(=O)C1.C(OOC(=O)C1C=CC=CC=1)(=O)C1C=CC=CC=1.